This data is from Forward reaction prediction with 1.9M reactions from USPTO patents (1976-2016). The task is: Predict the product of the given reaction. (1) The product is: [C:11]([O:15][C:16]([N:18]1[CH2:19][CH2:20][CH:21]([CH2:24][CH2:25][C:26]([F:35])([F:34])[C:27]2[CH:32]=[CH:31][C:30]([F:33])=[CH:29][CH:28]=2)[CH2:22][CH2:23]1)=[O:17])([CH3:14])([CH3:12])[CH3:13]. Given the reactants N(C([O-])=O)=NC([O-])=O.[K+].[K+].[C:11]([O:15][C:16]([N:18]1[CH2:23][CH2:22][CH:21]([CH:24]=[CH:25][C:26]([F:35])([F:34])[C:27]2[CH:32]=[CH:31][C:30]([F:33])=[CH:29][CH:28]=2)[CH2:20][CH2:19]1)=[O:17])([CH3:14])([CH3:13])[CH3:12].C(O)(=O)C, predict the reaction product. (2) Given the reactants Cl.[NH2:2][OH:3].C(N(CC)CC)C.[Cl:11][C:12]1[CH:13]=[C:14]([C@@H:18]2[C@@H:23]([C:24]3[CH:29]=[CH:28][C:27]([Cl:30])=[CH:26][CH:25]=3)[N:22]([CH:31]([CH2:34][CH3:35])[CH2:32][CH3:33])[C:21](=[O:36])[C@:20]([CH2:38][C:39]#[N:40])([CH3:37])[CH2:19]2)[CH:15]=[CH:16][CH:17]=1, predict the reaction product. The product is: [Cl:11][C:12]1[CH:13]=[C:14]([C@@H:18]2[C@@H:23]([C:24]3[CH:29]=[CH:28][C:27]([Cl:30])=[CH:26][CH:25]=3)[N:22]([CH:31]([CH2:34][CH3:35])[CH2:32][CH3:33])[C:21](=[O:36])[C@:20]([CH2:38][C:39](=[N:2][OH:3])[NH2:40])([CH3:37])[CH2:19]2)[CH:15]=[CH:16][CH:17]=1. (3) Given the reactants Br[C:2]1[CH:3]=[C:4]2[C:9](=[CH:10][CH:11]=1)[CH:8]=[C:7]([CH2:12][NH:13][C:14]([CH3:24])([C:16]([O:18][CH:19]1[CH2:23][CH2:22][CH2:21][CH2:20]1)=[O:17])[CH3:15])[CH:6]=[CH:5]2.C(C(NCC1C=CC=C([B:46]2[O:50][C:49]([CH3:52])([CH3:51])[C:48]([CH3:54])([CH3:53])[O:47]2)C=1)(CC)C(OC1CCCC1)=O)C, predict the reaction product. The product is: [CH3:15][C:14]([C:16]([O:18][CH:19]1[CH2:23][CH2:22][CH2:21][CH2:20]1)=[O:17])([CH3:24])[NH:13][CH2:12][C:7]1[CH:6]=[CH:5][C:4]2[C:9](=[CH:10][CH:11]=[C:2]([B:46]3[O:50][C:49]([CH3:52])([CH3:51])[C:48]([CH3:54])([CH3:53])[O:47]3)[CH:3]=2)[CH:8]=1. (4) The product is: [NH2:27][C:28]1[C:37]2[N:36]=[CH:35][C:34]([CH2:38][CH2:39][C:40]3[CH:45]=[CH:44][C:43]([O:46][CH3:47])=[CH:42][C:41]=3[CH3:48])=[CH:33][C:32]=2[C:31]2[CH:49]=[CH:50][C:51](/[CH:53]=[C:2](/[P:11](=[O:18])([O:12][CH2:13][CH3:14])[O:15][CH2:16][CH3:17])\[F:1])=[CH:52][C:30]=2[N:29]=1. Given the reactants [F:1][CH:2]([P:11](=[O:18])([O:15][CH2:16][CH3:17])[O:12][CH2:13][CH3:14])P(=O)(OCC)OCC.[Li+].CC([N-]C(C)C)C.[NH2:27][C:28]1[C:37]2[N:36]=[CH:35][C:34]([CH2:38][CH2:39][C:40]3[CH:45]=[CH:44][C:43]([O:46][CH3:47])=[CH:42][C:41]=3[CH3:48])=[CH:33][C:32]=2[C:31]2[CH:49]=[CH:50][C:51]([CH:53]=O)=[CH:52][C:30]=2[N:29]=1, predict the reaction product. (5) Given the reactants [CH3:1][C:2]([CH3:36])([CH3:35])[CH2:3][C:4]1[N:9]=[C:8]([CH2:10][O:11][C:12]2[N:17]=[CH:16][N:15]=[C:14](/[CH:18]=[CH:19]/[C:20]([O:22][CH2:23][CH3:24])=[O:21])[C:13]=2[CH3:25])[CH:7]=[CH:6][C:5]=1[C:26]1[CH:31]=[C:30]([O:32][CH3:33])[CH:29]=[CH:28][C:27]=1[F:34], predict the reaction product. The product is: [CH3:35][C:2]([CH3:1])([CH3:36])[CH2:3][C:4]1[N:9]=[C:8]([CH2:10][O:11][C:12]2[N:17]=[CH:16][N:15]=[C:14]([CH2:18][CH2:19][C:20]([O:22][CH2:23][CH3:24])=[O:21])[C:13]=2[CH3:25])[CH:7]=[CH:6][C:5]=1[C:26]1[CH:31]=[C:30]([O:32][CH3:33])[CH:29]=[CH:28][C:27]=1[F:34]. (6) Given the reactants Cl[C:2]1[CH:7]=[C:6]([C:8]2[NH:17][C:11]3[N:12]=[CH:13][NH:14][C:15](=[O:16])[C:10]=3[CH:9]=2)[CH:5]=[CH:4][N:3]=1.[C:18]([O:22][C:23]([N:25]1[CH2:30][CH2:29][N:28]([CH2:31][C:32]2[CH:37]=[CH:36][C:35](/[CH:38]=[CH:39]/B3OC(C)(C)C(C)(C)O3)=[CH:34][CH:33]=2)[CH2:27][CH2:26]1)=[O:24])([CH3:21])([CH3:20])[CH3:19], predict the reaction product. The product is: [C:18]([O:22][C:23]([N:25]1[CH2:30][CH2:29][N:28]([CH2:31][C:32]2[CH:37]=[CH:36][C:35](/[CH:38]=[CH:39]/[C:2]3[CH:7]=[C:6]([C:8]4[NH:17][C:11]5[N:12]=[CH:13][NH:14][C:15](=[O:16])[C:10]=5[CH:9]=4)[CH:5]=[CH:4][N:3]=3)=[CH:34][CH:33]=2)[CH2:27][CH2:26]1)=[O:24])([CH3:21])([CH3:20])[CH3:19].